This data is from Reaction yield outcomes from USPTO patents with 853,638 reactions. The task is: Predict the reaction yield, written as a fraction of the theoretical maximum amount of product (1.0 means a 100% yield; for example, 0.34 means a 34% yield). (1) The reactants are FC(F)(F)S([O:6][C:7]1[CH:18]=[C:17]([O:19][CH2:20][C:21]2[CH:26]=[CH:25][CH:24]=[C:23]([O:27][CH2:28][C:29]3[CH:34]=[CH:33][CH:32]=[CH:31][CH:30]=3)[CH:22]=2)[C:10]2[CH:11]=[C:12]([C:14](=[O:16])[CH3:15])[O:13][C:9]=2[CH:8]=1)(=O)=O.O1CCOCC1.[OH-].C([N+](CCCC)(CCCC)CCCC)CCC.C1COCC1. No catalyst specified. The product is [CH2:28]([O:27][C:23]1[CH:22]=[C:21]([CH:26]=[CH:25][CH:24]=1)[CH2:20][O:19][C:17]1[C:10]2[CH:11]=[C:12]([C:14](=[O:16])[CH3:15])[O:13][C:9]=2[CH:8]=[C:7]([OH:6])[CH:18]=1)[C:29]1[CH:30]=[CH:31][CH:32]=[CH:33][CH:34]=1. The yield is 0.990. (2) The reactants are Br[C:2]1[C:10]2[C:9]([NH:11][C@H:12]([C:14]3[N:19]([C:20]4[CH:25]=[CH:24][CH:23]=[CH:22][CH:21]=4)[C:18](=[O:26])[C:17]4=[C:27]([CH3:30])[CH:28]=[CH:29][N:16]4[N:15]=3)[CH3:13])=[N:8][CH:7]=[N:6][C:5]=2[N:4]([CH2:31][O:32][CH2:33][CH2:34][Si:35]([CH3:38])([CH3:37])[CH3:36])[CH:3]=1.[F:39][C:40]1[CH:41]=[C:42]([CH:44]=[C:45](B2OC(C)(C)C(C)(C)O2)[CH:46]=1)[NH2:43].C(=O)([O-])[O-].[Na+].[Na+]. The catalyst is COCCOC.O. The product is [NH2:43][C:42]1[CH:44]=[C:45]([C:2]2[C:10]3[C:9]([NH:11][C@H:12]([C:14]4[N:19]([C:20]5[CH:25]=[CH:24][CH:23]=[CH:22][CH:21]=5)[C:18](=[O:26])[C:17]5=[C:27]([CH3:30])[CH:28]=[CH:29][N:16]5[N:15]=4)[CH3:13])=[N:8][CH:7]=[N:6][C:5]=3[N:4]([CH2:31][O:32][CH2:33][CH2:34][Si:35]([CH3:38])([CH3:37])[CH3:36])[CH:3]=2)[CH:46]=[C:40]([F:39])[CH:41]=1. The yield is 0.530. (3) The reactants are [C:1]([O:5][C:6]([N:8]1[CH2:13][CH2:12][N:11]([CH2:14][CH2:15][OH:16])[CH2:10][CH2:9]1)=[O:7])([CH3:4])([CH3:3])[CH3:2].C1(P(C2C=CC=CC=2)C2C=CC=CC=2)C=CC=CC=1.CCOC(/N=N/C(OCC)=O)=O.[CH3:48][O:49][C:50](=[O:59])[C:51]1[CH:56]=[CH:55][C:54](O)=[C:53]([CH3:58])[CH:52]=1. The catalyst is C1COCC1. The product is [C:1]([O:5][C:6]([N:8]1[CH2:9][CH2:10][N:11]([CH2:14][CH2:15][O:16][C:54]2[CH:55]=[CH:56][C:51]([C:50]([O:49][CH3:48])=[O:59])=[CH:52][C:53]=2[CH3:58])[CH2:12][CH2:13]1)=[O:7])([CH3:4])([CH3:3])[CH3:2]. The yield is 0.600. (4) The product is [C:1]([O:5][C:6](=[O:31])[NH:7][CH:8]([C:10]1[O:30][C:19](=[N:20][C:21]2[CH:26]=[C:25]([F:27])[CH:24]=[C:23]([F:28])[CH:22]=2)[C:13]2[C:14]([Cl:18])=[CH:15][CH:16]=[CH:17][C:12]=2[N:11]=1)[CH3:9])([CH3:4])([CH3:3])[CH3:2]. The catalyst is C(Cl)Cl. The reactants are [C:1]([O:5][C:6](=[O:31])[NH:7][CH:8]([C:10](=[O:30])[NH:11][C:12]1[CH:17]=[CH:16][CH:15]=[C:14]([Cl:18])[C:13]=1[C:19](=O)[NH:20][C:21]1[CH:26]=[C:25]([F:27])[CH:24]=[C:23]([F:28])[CH:22]=1)[CH3:9])([CH3:4])([CH3:3])[CH3:2].C(N(CC)C(C)C)(C)C.C1(P(C2C=CC=CC=2)C2C=CC=CC=2)C=CC=CC=1.II. The yield is 0.520. (5) The reactants are [NH2:1][N:2]1[C:7](=[O:8])[C:6]([C:9]2[NH:14][C:13]3[CH:15]=[CH:16][CH:17]=[CH:18][C:12]=3[S:11](=[O:20])(=[O:19])[N:10]=2)=[C:5]([OH:21])[C:4]2[S:22][CH:23]=[CH:24][C:3]1=2.[O:25]1[CH:29]=[CH:28][C:27]([CH:30]=O)=[CH:26]1. The catalyst is CN(C)C(=O)C. The product is [O:19]=[S:11]1(=[O:20])[C:12]2[CH:18]=[CH:17][CH:16]=[CH:15][C:13]=2[NH:14][C:9]([C:6]2[C:7](=[O:8])[N:2]([N:1]=[CH:30][C:27]3[CH:28]=[CH:29][O:25][CH:26]=3)[C:3]3[CH:24]=[CH:23][S:22][C:4]=3[C:5]=2[OH:21])=[N:10]1. The yield is 0.870. (6) The reactants are [Cl:1][C:2]1[CH:9]=[CH:8][CH:7]=[C:6]([Cl:10])[C:3]=1[CH2:4]Cl.[Mg].[Cl:12][C:13]1[N:18]=[C:17](Cl)[CH:16]=[C:15]([Cl:20])[N:14]=1. The catalyst is BrCCBr. The product is [Cl:12][C:13]1[N:14]=[C:15]([Cl:20])[CH:16]=[C:17]([CH2:4][C:3]2[C:2]([Cl:1])=[CH:9][CH:8]=[CH:7][C:6]=2[Cl:10])[N:18]=1. The yield is 0.210. (7) The reactants are [CH2:1]([SH:3])[CH3:2].[Cl:4][C:5]1[CH:10]=[CH:9][C:8](I)=[CH:7][N:6]=1.CC1(C)C2C(=C(P(C3C=CC=CC=3)C3C=CC=CC=3)C=CC=2)OC2C(P(C3C=CC=CC=3)C3C=CC=CC=3)=CC=CC1=2.CC(C)([O-])C.[Na+]. The catalyst is C1(C)C=CC=CC=1.C([O-])(=O)C.[Pd+2].C([O-])(=O)C. The product is [Cl:4][C:5]1[CH:10]=[CH:9][C:8]([S:3][CH2:1][CH3:2])=[CH:7][N:6]=1. The yield is 0.880.